The task is: Predict the reactants needed to synthesize the given product.. This data is from Full USPTO retrosynthesis dataset with 1.9M reactions from patents (1976-2016). (1) Given the product [OH:2][CH2:3][C@H:4]1[CH2:8][C@H:7]([CH3:9])[CH2:6][N:5]1[CH2:12][CH2:11][C:10]#[N:13], predict the reactants needed to synthesize it. The reactants are: Cl.[OH:2][CH2:3][C@H:4]1[CH2:8][C@H:7]([CH3:9])[CH2:6][NH:5]1.[C:10](#[N:13])[CH:11]=[CH2:12]. (2) Given the product [Cl:32][CH2:31][CH2:30][CH2:29][CH:9]1[CH2:10][C:11]2[C:16](=[CH:15][CH:14]=[CH:13][CH:12]=2)[N:7]([C:1]2[CH:2]=[CH:3][CH:4]=[CH:5][CH:6]=2)[C:8]1=[O:17], predict the reactants needed to synthesize it. The reactants are: [C:1]1([N:7]2[C:16]3[C:11](=[CH:12][CH:13]=[CH:14][CH:15]=3)[CH2:10][CH2:9][C:8]2=[O:17])[CH:6]=[CH:5][CH:4]=[CH:3][CH:2]=1.[Li+].C[Si]([N-][Si](C)(C)C)(C)C.Br[CH2:29][CH2:30][CH2:31][Cl:32].